This data is from NCI-60 drug combinations with 297,098 pairs across 59 cell lines. The task is: Regression. Given two drug SMILES strings and cell line genomic features, predict the synergy score measuring deviation from expected non-interaction effect. (1) Drug 1: CN1CCC(CC1)COC2=C(C=C3C(=C2)N=CN=C3NC4=C(C=C(C=C4)Br)F)OC. Drug 2: C1=NNC2=C1C(=O)NC=N2. Cell line: LOX IMVI. Synergy scores: CSS=24.9, Synergy_ZIP=-2.78, Synergy_Bliss=1.75, Synergy_Loewe=4.47, Synergy_HSA=5.04. (2) Drug 1: C(CC(=O)O)C(=O)CN.Cl. Drug 2: C1CCC(C(C1)N)N.C(=O)(C(=O)[O-])[O-].[Pt+4]. Cell line: SF-295. Synergy scores: CSS=27.4, Synergy_ZIP=-10.7, Synergy_Bliss=-2.94, Synergy_Loewe=-29.5, Synergy_HSA=0.911. (3) Synergy scores: CSS=-9.55, Synergy_ZIP=2.96, Synergy_Bliss=-3.54, Synergy_Loewe=-9.60, Synergy_HSA=-10.8. Drug 1: CS(=O)(=O)CCNCC1=CC=C(O1)C2=CC3=C(C=C2)N=CN=C3NC4=CC(=C(C=C4)OCC5=CC(=CC=C5)F)Cl. Cell line: MOLT-4. Drug 2: CC(C)(C#N)C1=CC(=CC(=C1)CN2C=NC=N2)C(C)(C)C#N. (4) Drug 1: CCC1=C2CN3C(=CC4=C(C3=O)COC(=O)C4(CC)O)C2=NC5=C1C=C(C=C5)O. Drug 2: C(=O)(N)NO. Cell line: UACC62. Synergy scores: CSS=43.0, Synergy_ZIP=-2.97, Synergy_Bliss=-4.96, Synergy_Loewe=-76.0, Synergy_HSA=-4.55. (5) Drug 1: CC1CC2CCC3C(=C)CC(O3)CCC45CC6C(O4)C7C(O6)C(O5)C8C(O7)CCC(O8)CC(=O)CC9C(CC(C1=C)O2)OC(C9OC)CC(CN)O.CS(=O)(=O)O. Drug 2: CC1C(C(CC(O1)OC2CC(CC3=C2C(=C4C(=C3O)C(=O)C5=CC=CC=C5C4=O)O)(C(=O)C)O)N)O. Synergy scores: CSS=41.2, Synergy_ZIP=-4.62, Synergy_Bliss=-3.17, Synergy_Loewe=-0.555, Synergy_HSA=0.845. Cell line: OVCAR-8.